This data is from Catalyst prediction with 721,799 reactions and 888 catalyst types from USPTO. The task is: Predict which catalyst facilitates the given reaction. (1) Reactant: [CH3:1][C:2]1[CH:7]=[C:6]([C:8]2[CH:13]=[CH:12][C:11]([C:14]([F:17])([F:16])[F:15])=[CH:10][CH:9]=2)[N:5]=[C:4]([C@@H:18]2[CH2:22][CH2:21][C@@:20]3([CH2:26][CH2:25][NH:24][C:23]3=[O:27])[N:19]2C(OC(C)(C)C)=O)[N:3]=1.Cl.O1CCOCC1. Product: [NH3:3].[CH3:23][OH:27].[CH3:1][C:2]1[CH:7]=[C:6]([C:8]2[CH:9]=[CH:10][C:11]([C:14]([F:15])([F:16])[F:17])=[CH:12][CH:13]=2)[N:5]=[C:4]([C@@H:18]2[CH2:22][CH2:21][C@@:20]3([CH2:26][CH2:25][NH:24][C:23]3=[O:27])[NH:19]2)[N:3]=1. The catalyst class is: 2. (2) Reactant: [CH3:1][S:2]([NH2:5])(=[O:4])=[O:3].C1(P(C2CCCCC2)C2C=CC=CC=2C2C(C(C)C)=CC(C(C)C)=CC=2C(C)C)CCCCC1.C(=O)([O-])[O-].[Cs+].[Cs+].Cl[C:47]1[CH:52]=[C:51]([O:53][C@@H:54]([C@@H:56]2[CH2:60][O:59][C:58]([CH3:62])([CH3:61])[O:57]2)[CH3:55])[N:50]=[C:49]([S:63][CH2:64][C:65]2[CH:70]=[CH:69][CH:68]=[C:67]([F:71])[C:66]=2[F:72])[N:48]=1. Product: [F:72][C:66]1[C:67]([F:71])=[CH:68][CH:69]=[CH:70][C:65]=1[CH2:64][S:63][C:49]1[N:48]=[C:47]([NH:5][S:2]([CH3:1])(=[O:4])=[O:3])[CH:52]=[C:51]([O:53][C@@H:54]([C@@H:56]2[CH2:60][O:59][C:58]([CH3:61])([CH3:62])[O:57]2)[CH3:55])[N:50]=1. The catalyst class is: 62. (3) Reactant: [CH3:1][O:2][C:3]1[C:4]2[CH2:12][NH:11][CH2:10][CH2:9][C:5]=2[N:6]=[CH:7][N:8]=1.Br[C:14]1[CH:15]=[N:16][CH:17]=[C:18]([C:20]([F:23])([F:22])[F:21])[CH:19]=1.C(=O)([O-])[O-].[Cs+].[Cs+].CC(C1C=C(C(C)C)C(C2C=CC=CC=2P(C2CCCCC2)C2CCCCC2)=C(C(C)C)C=1)C. Product: [CH3:1][O:2][C:3]1[C:4]2[CH2:12][N:11]([C:14]3[CH:15]=[N:16][CH:17]=[C:18]([C:20]([F:23])([F:22])[F:21])[CH:19]=3)[CH2:10][CH2:9][C:5]=2[N:6]=[CH:7][N:8]=1. The catalyst class is: 102. (4) Reactant: [OH:1][C@@H:2]1[CH2:7][CH2:6][C@H:5]([NH:8][C:9](=[O:15])[O:10][C:11]([CH3:14])([CH3:13])[CH3:12])[CH2:4][CH2:3]1.N1C=CN=C1.[C:21]([Si:25]([C:33]1[CH:38]=[CH:37][CH:36]=[CH:35][CH:34]=1)([C:27]1[CH:32]=[CH:31][CH:30]=[CH:29][CH:28]=1)Cl)([CH3:24])([CH3:23])[CH3:22].C(OCC)(=O)C. Product: [Si:25]([O:1][C@@H:2]1[CH2:7][CH2:6][C@H:5]([NH:8][C:9](=[O:15])[O:10][C:11]([CH3:12])([CH3:14])[CH3:13])[CH2:4][CH2:3]1)([C:21]([CH3:24])([CH3:23])[CH3:22])([C:33]1[CH:34]=[CH:35][CH:36]=[CH:37][CH:38]=1)[C:27]1[CH:32]=[CH:31][CH:30]=[CH:29][CH:28]=1. The catalyst class is: 9. (5) Reactant: [CH2:1]([O:3][C:4](=[O:15])[C:5]([C:7]1[CH:12]=[CH:11][C:10]([OH:13])=[CH:9][C:8]=1[OH:14])=[O:6])[CH3:2].C(N(CC)CC)C.[C:23]([Si:27]([CH3:30])([CH3:29])Cl)([CH3:26])([CH3:25])[CH3:24].O. Product: [CH2:1]([O:3][C:4](=[O:15])[C:5]([C:7]1[CH:12]=[CH:11][C:10]([O:13][Si:27]([C:23]([CH3:26])([CH3:25])[CH3:24])([CH3:30])[CH3:29])=[CH:9][C:8]=1[OH:14])=[O:6])[CH3:2]. The catalyst class is: 2. (6) Reactant: [CH3:1][N:2]1[C:6]([CH3:8])([CH3:7])[C:5]2[CH:9]=[CH:10][C:11]([N+:13]([O-])=O)=[CH:12][C:4]=2[S:3]1(=[O:17])=[O:16]. Product: [CH3:1][N:2]1[C:6]([CH3:8])([CH3:7])[C:5]2[CH:9]=[CH:10][C:11]([NH2:13])=[CH:12][C:4]=2[S:3]1(=[O:16])=[O:17]. The catalyst class is: 43. (7) Reactant: C(=O)([O-])[O-].[K+].[K+].[Br:7][C:8]1[CH:9]=[CH:10][C:11]([OH:17])=[C:12]([CH:16]=1)[C:13]([OH:15])=[O:14].Br[CH2:19][C:20]1[CH:25]=[CH:24][CH:23]=[C:22]([F:26])[CH:21]=1. Product: [Br:7][C:8]1[CH:9]=[CH:10][C:11]([O:17][CH2:19][C:20]2[CH:25]=[CH:24][CH:23]=[C:22]([F:26])[CH:21]=2)=[C:12]([CH:16]=1)[C:13]([O:15][CH2:19][C:20]1[CH:25]=[CH:24][CH:23]=[C:22]([F:26])[CH:21]=1)=[O:14]. The catalyst class is: 21. (8) Reactant: [CH3:1][C:2]1[C:10]2[C:9](=[O:11])[NH:8][CH:7]=[N:6][C:5]=2[S:4][C:3]=1[C:12]([O:14]CC)=[O:13].O.O.[OH-].[Li+]. Product: [CH3:1][C:2]1[C:10]2[C:9](=[O:11])[NH:8][CH:7]=[N:6][C:5]=2[S:4][C:3]=1[C:12]([OH:14])=[O:13]. The catalyst class is: 36. (9) Reactant: [F:1][C:2]([F:24])([F:23])[C:3]([NH:5][CH:6]1[CH2:12][CH2:11][CH2:10][N:9]([C:13]2[N:17]([CH3:18])[N:16]=[CH:15][C:14]=2[N+:19]([O-])=O)[CH2:8][CH:7]1[F:22])=[O:4].C([O-])=O.[NH4+]. Product: [NH2:19][C:14]1[CH:15]=[N:16][N:17]([CH3:18])[C:13]=1[N:9]1[CH2:10][CH2:11][CH2:12][CH:6]([NH:5][C:3](=[O:4])[C:2]([F:1])([F:23])[F:24])[CH:7]([F:22])[CH2:8]1. The catalyst class is: 19. (10) Reactant: [CH2:1]([NH2:5])[CH:2]([NH2:4])[CH3:3].O=[C:7]([C:13]([O:15]CC)=O)[C:8]([O:10][CH2:11][CH3:12])=[O:9]. Product: [OH:15][C:13]1[C:7]([C:8]([O:10][CH2:11][CH3:12])=[O:9])=[N:5][CH:1]=[C:2]([CH3:3])[N:4]=1. The catalyst class is: 8.